Dataset: Full USPTO retrosynthesis dataset with 1.9M reactions from patents (1976-2016). Task: Predict the reactants needed to synthesize the given product. (1) Given the product [Br:13][C:5]1[CH:4]=[C:3]2[C:2](=[C:11]3[N:10]([CH3:12])[CH2:9][CH2:8][CH2:7][C:6]=13)[N:1]=[CH:24][N:16]([C@H:17]1[CH2:22][CH2:21][CH2:20][CH2:19][C@@H:18]1[OH:23])[C:14]2=[O:15], predict the reactants needed to synthesize it. The reactants are: [NH2:1][C:2]1[C:3]([C:14]([NH:16][C@H:17]2[CH2:22][CH2:21][CH2:20][CH2:19][C@@H:18]2[OH:23])=[O:15])=[CH:4][C:5]([Br:13])=[C:6]2[C:11]=1[N:10]([CH3:12])[CH2:9][CH2:8][CH2:7]2.[C:24]1(C)C=CC=CC=1. (2) Given the product [NH:1]1[CH2:7][CH2:6][CH2:5][CH2:4][CH:3]([NH:8][C:20]([C:13]2[NH:14][C:15]3[C:11]([CH:12]=2)=[C:10]([Cl:9])[CH:18]=[C:17]([Cl:19])[CH:16]=3)=[O:21])[CH2:2]1, predict the reactants needed to synthesize it. The reactants are: [NH:1]1[CH2:7][CH2:6][CH2:5][CH2:4][CH:3]([NH2:8])[CH2:2]1.[Cl:9][C:10]1[CH:18]=[C:17]([Cl:19])[CH:16]=[C:15]2[C:11]=1[CH:12]=[C:13]([C:20](O)=[O:21])[NH:14]2.N.